Dataset: Full USPTO retrosynthesis dataset with 1.9M reactions from patents (1976-2016). Task: Predict the reactants needed to synthesize the given product. (1) Given the product [ClH:31].[N:19]1([C:23]([C:25]2[C:30]([Cl:31])=[CH:29][C:28]([NH:8][C:5]3[N:4]=[C:3]([C:9]4[N:10]([CH3:18])[C:11]([C:14]([F:17])([F:15])[F:16])=[N:12][CH:13]=4)[C:2]([F:1])=[CH:7][N:6]=3)=[CH:27][N:26]=2)=[O:24])[CH2:22][CH2:21][CH2:20]1, predict the reactants needed to synthesize it. The reactants are: [F:1][C:2]1[C:3]([C:9]2[N:10]([CH3:18])[C:11]([C:14]([F:17])([F:16])[F:15])=[N:12][CH:13]=2)=[N:4][C:5]([NH2:8])=[N:6][CH:7]=1.[N:19]1([C:23]([C:25]2[C:30]([Cl:31])=[CH:29][C:28](Cl)=[CH:27][N:26]=2)=[O:24])[CH2:22][CH2:21][CH2:20]1.C([O-])([O-])=O.[Cs+].[Cs+].CC(C1C=C(C(C)C)C(C2C=CC=CC=2P(C2CCCCC2)C2CCCCC2)=C(C(C)C)C=1)C. (2) Given the product [C:11]([C:15]1[CH:16]=[CH:17][C:18]2[N+:23]([O-:24])=[N:22][C:21]([NH:7][CH2:6][CH2:5][N:4]([CH2:8][CH2:9][CH3:10])[CH2:1][CH2:2][CH3:3])=[N:20][C:19]=2[CH:26]=1)([CH3:14])([CH3:12])[CH3:13], predict the reactants needed to synthesize it. The reactants are: [CH2:1]([N:4]([CH2:8][CH2:9][CH3:10])[CH2:5][CH2:6][NH2:7])[CH2:2][CH3:3].[C:11]([C:15]1[CH:16]=[CH:17][C:18]2[N+:23]([O-:24])=[N:22][C:21](Cl)=[N:20][C:19]=2[CH:26]=1)([CH3:14])([CH3:13])[CH3:12]. (3) Given the product [NH2:7][CH:8]([C:9]([CH3:12])([CH3:11])[CH3:10])[C:13]([NH:14][CH:15]1[C:23]2[C:18](=[CH:19][CH:20]=[CH:21][CH:22]=2)[CH2:17][CH:16]1[OH:24])=[O:25], predict the reactants needed to synthesize it. The reactants are: C(OC(=O)[NH:7][CH:8]([C:13](=[O:25])[NH:14][CH:15]1[C:23]2[C:18](=[CH:19][CH:20]=[CH:21][CH:22]=2)[CH2:17][CH:16]1[OH:24])[C:9]([CH3:12])([CH3:11])[CH3:10])(C)(C)C. (4) Given the product [ClH:24].[NH2:15][CH:6]1[C:5](=[O:23])[N:4]([CH2:1][CH:2]=[CH2:3])[C:10]2[CH:11]=[CH:12][CH:13]=[CH:14][C:9]=2[S:8][CH2:7]1, predict the reactants needed to synthesize it. The reactants are: [CH2:1]([N:4]1[C:10]2[CH:11]=[CH:12][CH:13]=[CH:14][C:9]=2[S:8][CH2:7][CH:6]([NH:15]C(=O)OC(C)(C)C)[C:5]1=[O:23])[CH:2]=[CH2:3].[ClH:24].